Regression. Given a peptide amino acid sequence and an MHC pseudo amino acid sequence, predict their binding affinity value. This is MHC class II binding data. From a dataset of Peptide-MHC class II binding affinity with 134,281 pairs from IEDB. (1) The peptide sequence is EKKYFEATQFEPLAA. The MHC is HLA-DPA10201-DPB11401 with pseudo-sequence HLA-DPA10201-DPB11401. The binding affinity (normalized) is 0.695. (2) The peptide sequence is LDPTNTLWLDIEGPA. The MHC is DRB1_0101 with pseudo-sequence DRB1_0101. The binding affinity (normalized) is 0.314. (3) The binding affinity (normalized) is 0.236. The MHC is HLA-DQA10201-DQB10202 with pseudo-sequence HLA-DQA10201-DQB10202. The peptide sequence is AWMSAAAAQAEQAAT. (4) The peptide sequence is NSFTAPNESYKKQVT. The MHC is DRB1_0701 with pseudo-sequence DRB1_0701. The binding affinity (normalized) is 0.375. (5) The peptide sequence is NLKLGDDQYVRSGKD. The MHC is DRB1_0101 with pseudo-sequence DRB1_0101. The binding affinity (normalized) is 0.274.